This data is from Reaction yield outcomes from USPTO patents with 853,638 reactions. The task is: Predict the reaction yield, written as a fraction of the theoretical maximum amount of product (1.0 means a 100% yield; for example, 0.34 means a 34% yield). (1) The reactants are Cl.[CH3:2][C:3]([NH:6][NH2:7])([CH3:5])[CH3:4].O=[C:9](C)[CH:10]=O.[CH:13](=[O:16])[CH:14]=O.[C:17]([N:24]1[CH2:29][CH2:28][C:27](=[O:30])[CH2:26][CH2:25]1)([O:19][C:20]([CH3:23])([CH3:22])[CH3:21])=[O:18].N1CCC[CH2:32]1. The catalyst is CO.CC(OC)(C)C.O. The product is [C:3]([N:6]1[CH:10]=[C:9]2[O:30][C:27]3([CH2:28][CH2:29][N:24]([C:17]([O:19][C:20]([CH3:23])([CH3:22])[CH3:21])=[O:18])[CH2:25][CH2:26]3)[CH2:32][C:13](=[O:16])[C:14]2=[N:7]1)([CH3:5])([CH3:4])[CH3:2]. The yield is 0.330. (2) The reactants are [C:1]([Cl:4])(=O)C.Cl.[Cl:6][C:7]1[CH:15]=[C:14]([F:16])[C:13]([NH:17][NH2:18])=[CH:12][C:8]=1[C:9]([OH:11])=[O:10]. The catalyst is CO. The product is [ClH:4].[Cl:6][C:7]1[CH:15]=[C:14]([F:16])[C:13]([NH:17][NH2:18])=[CH:12][C:8]=1[C:9]([O:11][CH3:1])=[O:10]. The yield is 1.00. (3) The reactants are [NH2:1][C:2]1[N:7]=[CH:6][C:5]([C:8]([OH:10])=[O:9])=[CH:4][CH:3]=1.[CH2:11](Br)[C:12]1[CH:17]=[CH:16][CH:15]=[CH:14][CH:13]=1.C(N(CC)CC)C. The catalyst is CN(C)C=O. The product is [CH2:11]([O:9][C:8]([C:5]1[CH:6]=[N:7][C:2]([NH2:1])=[CH:3][CH:4]=1)=[O:10])[C:12]1[CH:17]=[CH:16][CH:15]=[CH:14][CH:13]=1. The yield is 0.112. (4) The reactants are S(Cl)(Cl)=O.[C:5]([O:8][CH2:9][C:10]([CH3:40])([CH3:39])[CH2:11][N:12]1[C:18]2[CH:19]=[CH:20][C:21]([Cl:23])=[CH:22][C:17]=2[C@@H:16]([C:24]2[CH:29]=[CH:28][CH:27]=[C:26]([O:30][CH3:31])[C:25]=2[O:32][CH3:33])[O:15][C@H:14]([CH2:34][C:35](O)=[O:36])[C:13]1=[O:38])(=[O:7])[CH3:6].Cl.[NH2:42][C:43]1[C:44]([CH3:56])=[C:45]([CH2:49][CH2:50][C:51]([O:53][CH2:54][CH3:55])=[O:52])[CH:46]=[CH:47][CH:48]=1.C(N(CC)CC)C. The catalyst is O1CCCC1.O.CN(C)C=O. The product is [C:5]([O:8][CH2:9][C:10]([CH3:40])([CH3:39])[CH2:11][N:12]1[C:18]2[CH:19]=[CH:20][C:21]([Cl:23])=[CH:22][C:17]=2[C@@H:16]([C:24]2[CH:29]=[CH:28][CH:27]=[C:26]([O:30][CH3:31])[C:25]=2[O:32][CH3:33])[O:15][C@H:14]([CH2:34][C:35]([NH:42][C:43]2[C:44]([CH3:56])=[C:45]([CH2:49][CH2:50][C:51]([O:53][CH2:54][CH3:55])=[O:52])[CH:46]=[CH:47][CH:48]=2)=[O:36])[C:13]1=[O:38])(=[O:7])[CH3:6]. The yield is 0.730. (5) The reactants are [C:1]([C:4]1[C:9]([C:10]2[CH:15]=[CH:14][CH:13]=[CH:12][CH:11]=2)=[N:8][N:7]([CH2:16][CH3:17])[C:6](=[O:18])[C:5]=1[N+:19]([O-])=O)(=[O:3])[CH3:2].[CH:22]1[C:31]2[CH:30]=[CH:29][CH:28]=[C:27](N)[C:26]=2[CH:25]=[CH:24][N:23]=1. The catalyst is C(O)C. The product is [C:1]([C:4]1[C:9]([C:10]2[CH:15]=[CH:14][CH:13]=[CH:12][CH:11]=2)=[N:8][N:7]([CH2:16][CH3:17])[C:6](=[O:18])[C:5]=1[NH:19][C:27]1[CH:28]=[CH:29][CH:30]=[C:31]2[C:26]=1[CH:25]=[CH:24][N:23]=[CH:22]2)(=[O:3])[CH3:2]. The yield is 0.124. (6) The reactants are [C:1]([O:5][C:6](=[O:41])[NH:7][CH:8]([C:14]1[CH:19]=[CH:18][C:17]([O:20][C:21]2[CH:26]=[CH:25][C:24]([CH2:27][CH2:28][C:29](=[O:40])[NH:30][O:31]C(=O)C3C=CC=CC=3)=[CH:23][CH:22]=2)=[CH:16][CH:15]=1)[C:9](=[O:13])[N:10]([CH3:12])[CH3:11])([CH3:4])([CH3:3])[CH3:2].[H][H]. The catalyst is CO.[Pd]. The product is [C:1]([O:5][C:6](=[O:41])[NH:7][CH:8]([C:9](=[O:13])[N:10]([CH3:12])[CH3:11])[C:14]1[CH:15]=[CH:16][C:17]([O:20][C:21]2[CH:26]=[CH:25][C:24]([CH2:27][CH2:28][C:29](=[O:40])[NH:30][OH:31])=[CH:23][CH:22]=2)=[CH:18][CH:19]=1)([CH3:2])([CH3:4])[CH3:3]. The yield is 0.900.